This data is from Forward reaction prediction with 1.9M reactions from USPTO patents (1976-2016). The task is: Predict the product of the given reaction. (1) Given the reactants [NH2:1][C@@H:2]([CH2:27][C:28]1[CH:33]=[CH:32][C:31]([C:34]([F:37])([F:36])[F:35])=[CH:30][CH:29]=1)[CH2:3][N:4]([C:12]1[S:13][C:14]([C:17]2[CH:26]=[CH:25][CH:24]=[C:23]3[C:18]=2[CH:19]=[N:20][N:21]=[CH:22]3)=[N:15][N:16]=1)C(=O)OC(C)(C)C.C(O)(C(F)(F)F)=O, predict the reaction product. The product is: [NH2:1][C@@H:2]([CH2:27][C:28]1[CH:33]=[CH:32][C:31]([C:34]([F:35])([F:37])[F:36])=[CH:30][CH:29]=1)[CH2:3][NH:4][C:12]1[S:13][C:14]([C:17]2[CH:26]=[CH:25][CH:24]=[C:23]3[C:18]=2[CH:19]=[N:20][N:21]=[CH:22]3)=[N:15][N:16]=1. (2) Given the reactants [O:1]1[CH2:6][CH2:5][NH:4][C:3]2[CH:7]=[CH:8][CH:9]=[CH:10][C:2]1=2.[H-].[Na+].[Br:13][C:14]1[CH:19]=[C:18]([C:20]([F:23])([F:22])[F:21])[CH:17]=[CH:16][C:15]=1F, predict the reaction product. The product is: [Br:13][C:14]1[CH:19]=[C:18]([C:20]([F:21])([F:22])[F:23])[CH:17]=[CH:16][C:15]=1[N:4]1[CH2:5][CH2:6][O:1][C:2]2[CH:10]=[CH:9][CH:8]=[CH:7][C:3]1=2. (3) Given the reactants [C@H:1]12[CH2:7][C@H:4]([NH:5][CH2:6]1)[CH2:3][N:2]2[C:8]([O:10][C:11]([CH3:14])([CH3:13])[CH3:12])=[O:9].C(N(CC)CC)C.[F:22][C:23]([F:34])([F:33])[C:24](O[C:24](=[O:25])[C:23]([F:34])([F:33])[F:22])=[O:25].O, predict the reaction product. The product is: [F:22][C:23]([F:34])([F:33])[C:24]([N:5]1[CH2:6][C@@H:1]2[CH2:7][C@H:4]1[CH2:3][N:2]2[C:8]([O:10][C:11]([CH3:14])([CH3:13])[CH3:12])=[O:9])=[O:25]. (4) The product is: [CH:1]1([N:4]2[C:8]([CH3:9])=[CH:7][N:6]([CH2:15][C:14]3[CH:17]=[CH:18][CH:19]=[CH:20][C:13]=3[C:12]([F:11])([F:21])[F:22])[C:5]2=[O:10])[CH2:3][CH2:2]1. Given the reactants [CH:1]1([N:4]2[C:8]([CH3:9])=[CH:7][NH:6][C:5]2=[O:10])[CH2:3][CH2:2]1.[F:11][C:12]([F:22])([F:21])[C:13]1[CH:20]=[CH:19][CH:18]=[CH:17][C:14]=1[CH2:15]Br, predict the reaction product.